This data is from Catalyst prediction with 721,799 reactions and 888 catalyst types from USPTO. The task is: Predict which catalyst facilitates the given reaction. Reactant: C(O[C:4]([C@H:6]1[C@@H:11]([N:12]([C:18](=[O:33])[CH2:19][C:20]2[NH:25][C:24]3[CH:26]=[CH:27][C:28]([I:30])=[CH:29][C:23]=3[S:22](=[O:32])(=[O:31])[N:21]=2)[CH2:13][CH2:14][CH:15]([CH3:17])[CH3:16])[C@H:10]2[CH2:34][C@@H:7]1[CH2:8][CH2:9]2)=[O:5])C.[O-]CC.[Na+].Cl. Product: [OH:5][C:4]1[C@H:6]2[C@H:11]([C@H:10]3[CH2:34][C@@H:7]2[CH2:8][CH2:9]3)[N:12]([CH2:13][CH2:14][CH:15]([CH3:17])[CH3:16])[C:18](=[O:33])[C:19]=1[C:20]1[NH:25][C:24]2[CH:26]=[CH:27][C:28]([I:30])=[CH:29][C:23]=2[S:22](=[O:32])(=[O:31])[N:21]=1. The catalyst class is: 8.